From a dataset of Full USPTO retrosynthesis dataset with 1.9M reactions from patents (1976-2016). Predict the reactants needed to synthesize the given product. (1) Given the product [NH:35]1[CH2:37][CH2:31][CH:11]([NH:10][C:28]([C:12]2[C:13]([CH3:27])=[C:14](/[CH:15]=[C:16]3\[C:17](=[O:26])[NH:18][C:19]4[C:24]\3=[CH:23][C:22]([F:25])=[CH:21][CH:20]=4)[NH:10][C:11]=2[CH3:31])=[O:30])[CH2:12][CH2:34]1, predict the reactants needed to synthesize it. The reactants are: N1C2C(=NC=CC=2)N([N:10]2[C:14](/[CH:15]=[C:16]3\[C:17](=[O:26])[NH:18][C:19]4[C:24]\3=[CH:23][C:22]([F:25])=[CH:21][CH:20]=4)=[C:13]([CH3:27])[C:12]([C:28]([O-:30])=O)=[C:11]2[CH3:31])N=1.CO.[CH3:34][N:35]([CH:37]=O)C. (2) Given the product [Cl:1][C:2]1[N:3]=[C:4]([N:22]2[CH2:23][CH2:24][O:25][CH2:26][C@@H:21]2[CH3:20])[C:5]2[S:11][CH2:10][CH2:9][CH2:8][C:6]=2[N:7]=1, predict the reactants needed to synthesize it. The reactants are: [Cl:1][C:2]1[N:3]=[C:4](Cl)[C:5]2[S:11][CH2:10][CH2:9][CH2:8][C:6]=2[N:7]=1.CCN(CC)CC.[CH3:20][C@H:21]1[CH2:26][O:25][CH2:24][CH2:23][NH:22]1. (3) Given the product [Cl:1][C:2]1[C:7]([Cl:8])=[CH:6][CH:5]=[CH:4][C:3]=1[S:9][CH2:10][C@H:11]([N:15]1[CH:19]=[C:18]([C:20]([NH2:26])=[O:22])[N:17]=[CH:16]1)[C@@H:12]([OH:14])[CH3:13], predict the reactants needed to synthesize it. The reactants are: [Cl:1][C:2]1[C:7]([Cl:8])=[CH:6][CH:5]=[CH:4][C:3]=1[S:9][CH2:10][C@H:11]([N:15]1[CH:19]=[C:18]([C:20]([O:22]CC)=O)[N:17]=[CH:16]1)[C@@H:12]([OH:14])[CH3:13].[OH-].[NH4+:26]. (4) Given the product [Br:1][C:2]1[CH:3]=[C:4]([O:13][CH3:14])[C:5]2[N:6]([C:10]([CH3:11])=[N:9][N:8]=2)[CH:7]=1, predict the reactants needed to synthesize it. The reactants are: [Br:1][C:2]1[CH:3]=[C:4]([O:13][CH3:14])[C:5]([NH:8][NH:9][C:10](=O)[CH3:11])=[N:6][CH:7]=1.CCN(C(C)C)C(C)C.O=P(Cl)(Cl)Cl.O. (5) The reactants are: [O:1]=[O+][O-].C([C:6](=P(C1C=CC=CC=1)(C1C=CC=CC=1)C1C=CC=CC=1)[C:7]([C@@H:9]([NH:14][C:15](=[O:35])[O:16][C@@H:17]([CH2:22][C:23]1[O:24][C:25]([C:28]2[CH:33]=[CH:32][C:31]([F:34])=[CH:30][CH:29]=2)=[N:26][N:27]=1)[C:18]([CH3:21])([CH3:20])[CH3:19])[CH2:10][CH2:11][CH2:12][CH3:13])=[O:8])#N.[N:55]1[CH:60]=[CH:59][C:58]([CH2:61][NH2:62])=[CH:57][CH:56]=1. Given the product [O:1]=[C:6]([NH:62][CH2:61][C:58]1[CH:59]=[CH:60][N:55]=[CH:56][CH:57]=1)[C:7]([C@@H:9]([NH:14][C:15](=[O:35])[O:16][C@H:17]([CH2:22][C:23]1[O:24][C:25]([C:28]2[CH:29]=[CH:30][C:31]([F:34])=[CH:32][CH:33]=2)=[N:26][N:27]=1)[C:18]([CH3:20])([CH3:21])[CH3:19])[CH2:10][CH2:11][CH2:12][CH3:13])=[O:8], predict the reactants needed to synthesize it. (6) Given the product [CH2:19]([O:26][C:27]([NH:29][C@H:30]([C:34]([N:17]([CH3:18])[C@@H:12]([C@@H:13]([CH3:16])[CH2:14][CH3:15])[C@H:3]([O:2][CH3:1])[CH2:4][C:5]([O:7][C:8]([CH3:11])([CH3:10])[CH3:9])=[O:6])=[O:36])[CH:31]([CH3:32])[CH3:33])=[O:28])[C:20]1[CH:21]=[CH:22][CH:23]=[CH:24][CH:25]=1, predict the reactants needed to synthesize it. The reactants are: [CH3:1][O:2][C@@H:3]([C@@H:12]([NH:17][CH3:18])[C@@H:13]([CH3:16])[CH2:14][CH3:15])[CH2:4][C:5]([O:7][C:8]([CH3:11])([CH3:10])[CH3:9])=[O:6].[CH2:19]([O:26][C:27]([NH:29][C@H:30]([C:34]([OH:36])=O)[CH:31]([CH3:33])[CH3:32])=[O:28])[C:20]1[CH:25]=[CH:24][CH:23]=[CH:22][CH:21]=1.F[B-](F)(F)F.BrC1C=CC=C[N+]=1CC.C(N(CC)C(C)C)(C)C.[Cl-].[Na+]. (7) Given the product [C:1]([O:5][C:6](=[O:33])[NH:7][CH:8]1[CH2:13][CH2:12][CH:11]([NH:14][C:15](=[O:32])[C:16]2[CH:17]=[C:18]([O:23][C:24]3[CH:29]=[CH:28][C:27]([C:30]#[N:31])=[CH:26][CH:25]=3)[CH:19]=[C:20]([O:22][C:35]3[CH:42]=[CH:41][C:38]([C:39]#[N:40])=[C:37]([CH3:43])[CH:36]=3)[CH:21]=2)[CH2:10][CH2:9]1)([CH3:4])([CH3:2])[CH3:3], predict the reactants needed to synthesize it. The reactants are: [C:1]([O:5][C:6](=[O:33])[NH:7][CH:8]1[CH2:13][CH2:12][CH:11]([NH:14][C:15](=[O:32])[C:16]2[CH:21]=[C:20]([OH:22])[CH:19]=[C:18]([O:23][C:24]3[CH:29]=[CH:28][C:27]([C:30]#[N:31])=[CH:26][CH:25]=3)[CH:17]=2)[CH2:10][CH2:9]1)([CH3:4])([CH3:3])[CH3:2].F[C:35]1[CH:42]=[CH:41][C:38]([C:39]#[N:40])=[C:37]([CH3:43])[CH:36]=1. (8) Given the product [C:2]([C:4]1[CH:5]=[C:6]([C:10]2[N:20]=[CH:19][CH:18]=[CH:17][C:11]=2[C:12]([O:14][CH2:15][CH3:16])=[O:13])[CH:7]=[CH:8][C:9]=1[O:26][CH2:27][CH2:28][C:29]1[CH:34]=[C:33]([CH3:35])[CH:32]=[CH:31][C:30]=1[CH3:36])#[N:3], predict the reactants needed to synthesize it. The reactants are: Cl.[C:2]([C:4]1[C:5](O)=[C:6]([C:10]2[N:20]=[CH:19][CH:18]=[CH:17][C:11]=2[C:12]([O:14][CH2:15][CH3:16])=[O:13])[CH:7]=[CH:8][CH:9]=1)#[N:3].CS([O:26][CH2:27][CH2:28][C:29]1[CH:34]=[C:33]([CH3:35])[CH:32]=[CH:31][C:30]=1[CH3:36])(=O)=O.C(=O)([O-])[O-].[K+].[K+]. (9) Given the product [CH3:27][O:26][C:23]1[CH:24]=[CH:25][C:20]2[CH2:19][C@H:18]([CH3:28])[N:17]([C:29]([NH:31][CH3:32])=[O:30])[N:16]=[C:15]([C:12]3[CH:13]=[CH:14][C:9]([N:8]4[CH2:2][CH2:3][O:4][CH2:5][C:6]4=[O:7])=[CH:10][CH:11]=3)[C:21]=2[CH:22]=1, predict the reactants needed to synthesize it. The reactants are: Cl[CH2:2][CH2:3][O:4][CH2:5][C:6]([NH:8][C:9]1[CH:14]=[CH:13][C:12]([C:15]2[C:21]3[CH:22]=[C:23]([O:26][CH3:27])[CH:24]=[CH:25][C:20]=3[CH2:19][C@H:18]([CH3:28])[N:17]([C:29]([NH:31][CH3:32])=[O:30])[N:16]=2)=[CH:11][CH:10]=1)=[O:7].C(=O)([O-])[O-].[K+].[K+].[I-].[Na+]. (10) Given the product [CH3:16][C:17]([CH3:28])([CH3:27])[C:18]([NH:1][C:2]1[NH:3][C:4](=[O:15])[C:5]2[C:13]3[C:8](=[CH:9][CH:10]=[CH:11][CH:12]=3)[NH:7][C:6]=2[N:14]=1)=[O:19], predict the reactants needed to synthesize it. The reactants are: [NH2:1][C:2]1[NH:3][C:4](=[O:15])[C:5]2[C:13]3[C:8](=[CH:9][CH:10]=[CH:11][CH:12]=3)[NH:7][C:6]=2[N:14]=1.[CH3:16][C:17]([CH3:28])([CH3:27])[C:18](O[C:18](=[O:19])[C:17]([CH3:28])([CH3:27])[CH3:16])=[O:19].C(N(CC)CC)C.C(Cl)(Cl)Cl.